Predict which catalyst facilitates the given reaction. From a dataset of Catalyst prediction with 721,799 reactions and 888 catalyst types from USPTO. The catalyst class is: 29. Product: [CH3:1][O:2][C:3]1[CH:4]=[C:5]([O:6][CH:7]2[CH2:12][CH2:11][N:10]([CH3:13])[CH2:9][CH2:8]2)[CH:14]=[CH:15][C:16]=1[NH2:17]. Reactant: [CH3:1][O:2][C:3]1[CH:4]=[C:5]([CH:14]=[CH:15][C:16]=1[N+:17]([O-])=O)[O:6][CH:7]1[CH2:12][CH2:11][N:10]([CH3:13])[CH2:9][CH2:8]1.[H][H].